Dataset: Reaction yield outcomes from USPTO patents with 853,638 reactions. Task: Predict the reaction yield, written as a fraction of the theoretical maximum amount of product (1.0 means a 100% yield; for example, 0.34 means a 34% yield). (1) The reactants are [H-].[Na+].C(OP([CH2:11][C:12]([O:14][CH2:15][CH3:16])=[O:13])(OCC)=O)C.[CH2:17]([N:24]1[CH2:29][CH2:28][C:27](=O)[CH2:26][CH2:25]1)[C:18]1[CH:23]=[CH:22][CH:21]=[CH:20][CH:19]=1. The catalyst is C1COCC1. The product is [CH2:17]([N:24]1[CH2:29][CH2:28][C:27](=[CH:11][C:12]([O:14][CH2:15][CH3:16])=[O:13])[CH2:26][CH2:25]1)[C:18]1[CH:23]=[CH:22][CH:21]=[CH:20][CH:19]=1. The yield is 0.873. (2) The reactants are [F:1][C:2]1[CH:7]=[CH:6][CH:5]=[CH:4][C:3]=1[CH2:8][C:9]([OH:11])=[O:10].[C:12]1([C@@H:18](O)[CH3:19])[CH:17]=[CH:16][CH:15]=[CH:14][CH:13]=1.CCN=C=NCCCN(C)C. The catalyst is CN(C1C=CN=CC=1)C.C(Cl)Cl. The product is [F:1][C:2]1[CH:7]=[CH:6][CH:5]=[CH:4][C:3]=1[CH2:8][C:9]([O:11][C@H:18]([C:12]1[CH:17]=[CH:16][CH:15]=[CH:14][CH:13]=1)[CH3:19])=[O:10]. The yield is 0.920. (3) The reactants are C([O-])([O-])=O.[Cs+].[Cs+].[F:7][C:8]([F:24])([F:23])[CH:9]([C:11]1[CH:16]=[CH:15][CH:14]=[CH:13][C:12]=1[C:17]1[CH:18]=[N:19][CH:20]=[N:21][CH:22]=1)[OH:10].[NH2:25][C:26]1[N:31]=[C:30](Cl)[CH:29]=[C:28]([Cl:33])[N:27]=1.O. The catalyst is C1COCC1.C(OCC)(=O)C. The product is [Cl:33][C:28]1[CH:29]=[C:30]([O:10][CH:9]([C:11]2[CH:16]=[CH:15][CH:14]=[CH:13][C:12]=2[C:17]2[CH:22]=[N:21][CH:20]=[N:19][CH:18]=2)[C:8]([F:7])([F:23])[F:24])[N:31]=[C:26]([NH2:25])[N:27]=1. The yield is 0.920. (4) The reactants are P12(SP3(SP(SP(S3)(S1)=S)(=S)S2)=S)=S.C(N)=O.Br[CH2:19][C:20]([C:22]1[CH:27]=[CH:26][C:25]([OH:28])=[CH:24][C:23]=1[F:29])=O.[CH:30]([NH2:32])=[S:31].[OH-].[Na+]. The catalyst is O1CCOCC1. The product is [F:29][C:23]1[CH:24]=[C:25]([OH:28])[CH:26]=[CH:27][C:22]=1[C:20]1[N:32]=[CH:30][S:31][CH:19]=1. The yield is 0.860. (5) The reactants are [Cl:1][C:2]1[C:11]([C:12](=[O:14])[CH3:13])=[CH:10][C:9]2[C:4](=[C:5]([F:15])[CH:6]=[CH:7][CH:8]=2)[N:3]=1. The catalyst is C1COCC1.CCOC(C)=O. The product is [Cl:1][C:2]1[C:11]([C@H:12]([OH:14])[CH3:13])=[CH:10][C:9]2[C:4](=[C:5]([F:15])[CH:6]=[CH:7][CH:8]=2)[N:3]=1. The yield is 0.730. (6) The reactants are Cl[CH2:2][CH2:3][CH2:4][S:5]([NH:8][CH3:9])(=[O:7])=[O:6].[N-:10]=[N+:11]=[N-:12].[Na+]. The catalyst is CN(C=O)C.[Cl-].[Na+].O. The product is [N:10]([CH2:2][CH2:3][CH2:4][S:5]([NH:8][CH3:9])(=[O:7])=[O:6])=[N+:11]=[N-:12]. The yield is 0.810. (7) The reactants are [CH:1]1([C:7]2[CH:12]=[CH:11][C:10]([NH:13][C:14]3[CH:22]=[CH:21][CH:20]=[C:16]([C:17](O)=[O:18])[C:15]=3[C:23](O)=[O:24])=[CH:9][CH:8]=2)[CH2:6][CH2:5][CH2:4][CH2:3][CH2:2]1.Cl.[NH2:27][CH:28]1[CH2:34][CH2:33][C:32](=[O:35])[NH:31][C:29]1=[O:30]. The catalyst is N1C=CC=CC=1. The product is [CH:1]1([C:7]2[CH:8]=[CH:9][C:10]([NH:13][C:14]3[CH:22]=[CH:21][CH:20]=[C:16]4[C:15]=3[C:23](=[O:24])[N:27]([CH:28]3[CH2:34][CH2:33][C:32](=[O:35])[NH:31][C:29]3=[O:30])[C:17]4=[O:18])=[CH:11][CH:12]=2)[CH2:2][CH2:3][CH2:4][CH2:5][CH2:6]1. The yield is 0.860. (8) The reactants are C1(S)C=CC=CC=1.C(N(CC)CC)C.[N:15]([CH2:18][C:19]1[CH:26]=[CH:25][C:22]([C:23]#[N:24])=[C:21]([F:27])[CH:20]=1)=[N+]=[N-]. The yield is 0.720. The catalyst is C(#N)C. The product is [NH2:15][CH2:18][C:19]1[CH:26]=[CH:25][C:22]([C:23]#[N:24])=[C:21]([F:27])[CH:20]=1.